Dataset: Full USPTO retrosynthesis dataset with 1.9M reactions from patents (1976-2016). Task: Predict the reactants needed to synthesize the given product. (1) Given the product [CH:23]1([N:22]2[C:21]3[CH:29]=[CH:30][C:31]([C:33]([OH:35])=[O:34])=[CH:32][C:20]=3[N:19]=[C:18]2[C:13]2[CH:14]=[C:15]3[C:10](=[CH:11][CH:12]=2)[N:9]=[C:8]([C:6]2[CH:7]=[CH:2][N:37]=[CH:4][CH:5]=2)[CH:17]=[CH:16]3)[CH2:28][CH2:27][CH2:26][CH2:25][CH2:24]1, predict the reactants needed to synthesize it. The reactants are: Br[C:2]1C=[CH:4][C:5](O)=[C:6]([C:8]2[CH:17]=[CH:16][C:15]3[C:10](=[CH:11][CH:12]=[C:13]([C:18]4[N:22]([CH:23]5[CH2:28][CH2:27][CH2:26][CH2:25][CH2:24]5)[C:21]5[CH:29]=[CH:30][C:31]([C:33]([OH:35])=[O:34])=[CH:32][C:20]=5[N:19]=4)[CH:14]=3)[N:9]=2)[CH:7]=1.[N:37]1C=CC(C(=O)C)=CC=1.[OH-].[K+]. (2) Given the product [C:5]([O:9][C:10]([N:12]1[CH2:16][C@@H:15]([O:17][CH3:18])[C@H:14]([CH2:19][NH:20][C:27]([C:25]2[S:26][C:22]([Cl:21])=[CH:23][CH:24]=2)=[O:28])[CH2:13]1)=[O:11])([CH3:8])([CH3:7])[CH3:6], predict the reactants needed to synthesize it. The reactants are: C(O)(=O)C.[C:5]([O:9][C:10]([N:12]1[CH2:16][C@@H:15]([O:17][CH3:18])[C@H:14]([CH2:19][NH2:20])[CH2:13]1)=[O:11])([CH3:8])([CH3:7])[CH3:6].[Cl:21][C:22]1[S:26][C:25]([C:27](O)=[O:28])=[CH:24][CH:23]=1. (3) Given the product [CH2:1]([O:3][C:4]([C:6]1[N:7]([CH2:17][C:18]2[C:27]3[C:22](=[CH:23][CH:24]=[C:25]([F:28])[CH:26]=3)[CH:21]=[CH:20][CH:19]=2)[C:8]2[C:13]([CH:14]=1)=[CH:12][C:11]([CH3:15])=[CH:10][CH:9]=2)=[O:5])[CH3:2], predict the reactants needed to synthesize it. The reactants are: [CH2:1]([O:3][C:4]([C:6]1[NH:7][C:8]2[C:13]([CH:14]=1)=[CH:12][C:11]([CH3:15])=[CH:10][CH:9]=2)=[O:5])[CH3:2].Br[CH2:17][C:18]1[C:27]2[C:22](=[CH:23][CH:24]=[C:25]([F:28])[CH:26]=2)[CH:21]=[CH:20][CH:19]=1.